Dataset: Catalyst prediction with 721,799 reactions and 888 catalyst types from USPTO. Task: Predict which catalyst facilitates the given reaction. (1) Reactant: [CH2:1]([NH:3][CH2:4][CH3:5])[CH3:2].CS(O[CH2:11][CH2:12][CH2:13][N:14]([C:16]([O:18][CH:19]([CH2:38][CH2:39][CH2:40][CH2:41][CH2:42][CH2:43][CH2:44][CH2:45]/[CH:46]=[CH:47]\[CH2:48]/[CH:49]=[CH:50]\[CH2:51][CH2:52][CH2:53][CH2:54][CH3:55])[CH2:20][CH2:21][CH2:22][CH2:23][CH2:24][CH2:25][CH2:26][CH2:27]/[CH:28]=[CH:29]\[CH2:30]/[CH:31]=[CH:32]\[CH2:33][CH2:34][CH2:35][CH2:36][CH3:37])=[O:17])[CH3:15])(=O)=O. Product: [CH2:1]([N:3]([CH2:4][CH3:5])[CH2:11][CH2:12][CH2:13][N:14]([CH3:15])[C:16](=[O:17])[O:18][CH:19]([CH2:38][CH2:39][CH2:40][CH2:41][CH2:42][CH2:43][CH2:44][CH2:45]/[CH:46]=[CH:47]\[CH2:48]/[CH:49]=[CH:50]\[CH2:51][CH2:52][CH2:53][CH2:54][CH3:55])[CH2:20][CH2:21][CH2:22][CH2:23][CH2:24][CH2:25][CH2:26][CH2:27]/[CH:28]=[CH:29]\[CH2:30]/[CH:31]=[CH:32]\[CH2:33][CH2:34][CH2:35][CH2:36][CH3:37])[CH3:2]. The catalyst class is: 271. (2) The catalyst class is: 12. Product: [Cl:8][C:7]1[C:2]2[N:3]([CH:15]=[C:14]([C:13]3[CH:18]=[CH:19][CH:20]=[C:11]([O:10][CH3:9])[CH:12]=3)[N:1]=2)[CH:4]=[CH:5][N:6]=1. Reactant: [NH2:1][C:2]1[C:7]([Cl:8])=[N:6][CH:5]=[CH:4][N:3]=1.[CH3:9][O:10][C:11]1[CH:12]=[C:13]([CH:18]=[CH:19][CH:20]=1)[C:14](=O)[CH2:15]Br. (3) Reactant: Br[CH:2]([CH3:13])[C:3]([C:5]1[CH:10]=[CH:9][C:8]([CH3:11])=[C:7]([Cl:12])[CH:6]=1)=[O:4].[C:14]([NH2:18])([CH3:17])([CH3:16])[CH3:15]. Product: [C:14]([NH:18][CH:2]([CH3:13])[C:3]([C:5]1[CH:10]=[CH:9][C:8]([CH3:11])=[C:7]([Cl:12])[CH:6]=1)=[O:4])([CH3:17])([CH3:16])[CH3:15]. The catalyst class is: 250. (4) Reactant: [O:1]=[C:2]1[CH2:5][C:4]2([CH2:10][CH2:9][N:8]([C:11]([O:13][C:14]([CH3:17])([CH3:16])[CH3:15])=[O:12])[CH2:7][CH2:6]2)[CH2:3]1.[Cl:18][C:19]1[CH:20]=[C:21]([Mg]Br)[CH:22]=[CH:23][CH:24]=1. Product: [Cl:18][C:19]1[CH:24]=[C:23]([C:2]2([OH:1])[CH2:5][C:4]3([CH2:10][CH2:9][N:8]([C:11]([O:13][C:14]([CH3:17])([CH3:16])[CH3:15])=[O:12])[CH2:7][CH2:6]3)[CH2:3]2)[CH:22]=[CH:21][CH:20]=1. The catalyst class is: 1. (5) Reactant: [NH:1]1[CH2:6][CH2:5][CH:4]([OH:7])[CH2:3][CH2:2]1.Cl[C:9]1[N:14]=[CH:13][C:12]([CH2:15][CH2:16][CH3:17])=[CH:11][N:10]=1.C(=O)([O-])[O-].[K+].[K+].CO.C(Cl)Cl. Product: [CH2:15]([C:12]1[CH:11]=[N:10][C:9]([N:1]2[CH2:6][CH2:5][CH:4]([OH:7])[CH2:3][CH2:2]2)=[N:14][CH:13]=1)[CH2:16][CH3:17]. The catalyst class is: 31. (6) The catalyst class is: 179. Product: [S:15]1[C:19]2[CH:20]=[CH:21][CH:22]=[CH:23][C:18]=2[N:17]=[C:16]1[NH:24][C:25]1[CH:30]=[CH:29][C:28]([O:31][C:2]2[C:7]([CH:8]3[CH2:13][CH2:12][C:11](=[O:14])[CH2:10][CH2:9]3)=[CH:6][CH:5]=[CH:4][N:3]=2)=[CH:27][CH:26]=1. Reactant: F[C:2]1[C:7]([CH:8]2[CH2:13][CH2:12][C:11](=[O:14])[CH2:10][CH2:9]2)=[CH:6][CH:5]=[CH:4][N:3]=1.[S:15]1[C:19]2[CH:20]=[CH:21][CH:22]=[CH:23][C:18]=2[N:17]=[C:16]1[NH:24][C:25]1[CH:30]=[CH:29][C:28]([OH:31])=[CH:27][CH:26]=1.C(=O)([O-])[O-].[Cs+].[Cs+].